Task: Predict the reactants needed to synthesize the given product.. Dataset: Full USPTO retrosynthesis dataset with 1.9M reactions from patents (1976-2016) (1) Given the product [C@H:11]([NH:15][C:16]1[S:17][C:18]2[CH:24]=[C:23]([CH:25]([C:31]([C:30]3[CH:35]=[CH:36][CH:37]=[CH:38][C:29]=3[F:28])=[O:32])[C:26]#[N:27])[CH:22]=[CH:21][C:19]=2[N:20]=1)([CH2:13][CH3:14])[CH3:12], predict the reactants needed to synthesize it. The reactants are: C[Si]([N-][Si](C)(C)C)(C)C.[Li+].[C@H:11]([NH:15][C:16]1[S:17][C:18]2[CH:24]=[C:23]([CH2:25][C:26]#[N:27])[CH:22]=[CH:21][C:19]=2[N:20]=1)([CH2:13][CH3:14])[CH3:12].[F:28][C:29]1[CH:38]=[CH:37][CH:36]=[CH:35][C:30]=1[C:31](OC)=[O:32].Cl. (2) Given the product [Br:22][C:19]1[CH:18]=[CH:17][C:16]([C:13]2[C:12]3[CH:23]=[CH:24][C:9]([C:8]#[C:7][C:6]([N:33]([CH2:31][CH3:32])[CH2:34][CH2:35][OH:36])([CH3:25])[CH3:26])=[CH:10][C:11]=3[S:15][N:14]=2)=[CH:21][CH:20]=1, predict the reactants needed to synthesize it. The reactants are: C(OP(=O)(OCC)O[C:6]([CH3:26])([CH3:25])[C:7]#[C:8][C:9]1[CH:24]=[CH:23][C:12]2[C:13]([C:16]3[CH:21]=[CH:20][C:19]([Br:22])=[CH:18][CH:17]=3)=[N:14][S:15][C:11]=2[CH:10]=1)C.[CH2:31]([NH:33][CH2:34][CH2:35][OH:36])[CH3:32].C1COCC1.C([O-])(O)=O.[Na+]. (3) Given the product [C:1]([NH:4][C@@H:5]([CH3:11])[CH2:6][C:7]([O:9][CH3:10])=[O:8])(=[O:3])[CH3:2], predict the reactants needed to synthesize it. The reactants are: [C:1]([NH:4]/[C:5](/[CH3:11])=[CH:6]/[C:7]([O:9][CH3:10])=[O:8])(=[O:3])[CH3:2].[H][H]. (4) The reactants are: C(N(CC)CC)C.[OH:8][N:9]1[C:17](=[O:18])[C:16]2[C:11](=[CH:12][CH:13]=[CH:14][CH:15]=2)[C:10]1=[O:19].[N+:20]([C:23]1[CH:28]=[C:27]([N+:29]([O-:31])=[O:30])[CH:26]=[CH:25][C:24]=1Cl)([O-:22])=[O:21]. Given the product [N+:20]([C:23]1[CH:28]=[C:27]([N+:29]([O-:31])=[O:30])[CH:26]=[CH:25][C:24]=1[O:8][N:9]1[C:17](=[O:18])[C:16]2[C:11](=[CH:12][CH:13]=[CH:14][CH:15]=2)[C:10]1=[O:19])([O-:22])=[O:21], predict the reactants needed to synthesize it. (5) Given the product [Br:1][C:2]1[CH:13]=[N:12][C:5]2=[N:6][C:7]([N:19]3[CH2:20][CH2:21][N:16]([CH3:15])[CH2:17][CH2:18]3)=[C:8]([Cl:10])[N:9]=[C:4]2[C:3]=1[CH3:14], predict the reactants needed to synthesize it. The reactants are: [Br:1][C:2]1[CH:13]=[N:12][C:5]2=[N:6][C:7](Cl)=[C:8]([Cl:10])[N:9]=[C:4]2[C:3]=1[CH3:14].[CH3:15][N:16]1[CH2:21][CH2:20][NH:19][CH2:18][CH2:17]1. (6) The reactants are: [C:1]([O:5][C:6]([N:8]([CH2:33][C:34]1[CH:43]=[CH:42][C:37]2[O:38][CH2:39][CH2:40][O:41][C:36]=2[CH:35]=1)[CH:9]1[CH2:14][CH2:13][N:12]([CH2:15][CH2:16][N:17]2[C:26]3[C:21](=[CH:22][CH:23]=[C:24]([O:27][CH3:28])[CH:25]=3)[C:20]([C:29]([OH:31])=O)=[CH:19][C:18]2=[O:32])[CH2:11][CH2:10]1)=[O:7])([CH3:4])([CH3:3])[CH3:2].C(Cl)(=O)OCC.[NH2:50][CH2:51][CH2:52][OH:53].C(OC(C)C)(C)C. Given the product [O:38]1[C:37]2[CH:42]=[CH:43][C:34]([CH2:33][N:8]([CH:9]3[CH2:10][CH2:11][N:12]([CH2:15][CH2:16][N:17]4[C:26]5[C:21](=[CH:22][CH:23]=[C:24]([O:27][CH3:28])[CH:25]=5)[C:20]([C:29]([NH:50][CH2:51][CH2:52][OH:53])=[O:31])=[CH:19][C:18]4=[O:32])[CH2:13][CH2:14]3)[C:6](=[O:7])[O:5][C:1]([CH3:3])([CH3:2])[CH3:4])=[CH:35][C:36]=2[O:41][CH2:40][CH2:39]1, predict the reactants needed to synthesize it.